From a dataset of Forward reaction prediction with 1.9M reactions from USPTO patents (1976-2016). Predict the product of the given reaction. (1) Given the reactants Br[C:2]1[CH:7]=[CH:6][CH:5]=[CH:4][C:3]=1[Br:8].C([Li])CCC.C[CH2:15][CH2:16][CH2:17][CH2:18][CH3:19].CC[C:22](=[O:25])CC.[Cl-].[NH4+], predict the reaction product. The product is: [Br:8][C:3]1[CH:4]=[CH:5][C:6]([C:17]([CH2:16][CH3:15])([CH2:18][CH3:19])[CH2:22][OH:25])=[CH:7][CH:2]=1. (2) Given the reactants C([O:5][C:6]([C:8]1[S:24][C:11]2=[CH:12][CH:13]=[C:14]3[C:19]([N:18]=[C:17]([S:20]([CH3:23])(=[O:22])=[O:21])[N:16]=[CH:15]3)=[C:10]2[CH:9]=1)=[O:7])(C)(C)C.C(O)(C(F)(F)F)=O.C(Cl)Cl.O, predict the reaction product. The product is: [CH3:23][S:20]([C:17]1[N:16]=[CH:15][C:14]2[C:19](=[C:10]3[CH:9]=[C:8]([C:6]([OH:7])=[O:5])[S:24][C:11]3=[CH:12][CH:13]=2)[N:18]=1)(=[O:21])=[O:22]. (3) Given the reactants [F:1][C:2]([F:7])([F:6])[C:3]([OH:5])=[O:4].F[C:9](F)(F)[C:10](O)=[O:11].[Cl:15][C:16]1[CH:17]=[N:18][C:19]2[NH:20][C:21]3[CH:22]=[CH:23][CH:24]=[C:25]([CH:46]=3)[CH2:26][CH2:27][C:28]3[CH:36]=[C:32]([NH:33][C:34]=1[N:35]=2)[CH:31]=[CH:30][C:29]=3[NH:37][C:38]([CH:40]1[CH2:45][CH2:44][CH2:43][NH:42][CH2:41]1)=[O:39].C(Cl)(=O)C, predict the reaction product. The product is: [F:1][C:2]([F:7])([F:6])[C:3]([OH:5])=[O:4].[C:10]([N:42]1[CH2:43][CH2:44][CH2:45][CH:40]([C:38]([NH:37][C:29]2[CH:30]=[CH:31][C:32]3[NH:33][C:34]4[N:35]=[C:19]([NH:20][C:21]5[CH:22]=[CH:23][CH:24]=[C:25]([CH:46]=5)[CH2:26][CH2:27][C:28]=2[CH:36]=3)[N:18]=[CH:17][C:16]=4[Cl:15])=[O:39])[CH2:41]1)(=[O:11])[CH3:9]. (4) The product is: [F:33][C:31]([F:34])([F:32])[C:29]1[CH:28]=[C:5]([CH:4]=[C:3]([C:2]([F:36])([F:35])[F:1])[CH:30]=1)[C:6]([N:8]1[CH2:13][CH2:12][N:11]([CH2:14][C:15]([N:37]2[CH2:42][CH2:41][S:40][CH2:39][CH2:38]2)=[O:16])[CH2:10][C@H:9]1[CH2:18][C:19]1[C:27]2[C:22](=[CH:23][CH:24]=[CH:25][CH:26]=2)[NH:21][CH:20]=1)=[O:7]. Given the reactants [F:1][C:2]([F:36])([F:35])[C:3]1[CH:4]=[C:5]([CH:28]=[C:29]([C:31]([F:34])([F:33])[F:32])[CH:30]=1)[C:6]([N:8]1[CH2:13][CH2:12][N:11]([CH2:14][C:15](O)=[O:16])[CH2:10][C@H:9]1[CH2:18][C:19]1[C:27]2[C:22](=[CH:23][CH:24]=[CH:25][CH:26]=2)[NH:21][CH:20]=1)=[O:7].[NH:37]1[CH2:42][CH2:41][S:40][CH2:39][CH2:38]1.Cl.CN(C)CCCN=C=NCC.ON1C2C=CC=CC=2N=N1.C(=O)(O)[O-].[Na+], predict the reaction product. (5) Given the reactants CON(C)[C:4]([C:6]1([NH:11][C:12](=[O:18])[O:13][C:14]([CH3:17])([CH3:16])[CH3:15])[CH2:10][CH2:9][CH2:8][CH2:7]1)=[O:5].[H-].[H-].[H-].[H-].[Li+].[Al+3].OS([O-])(=O)=O.[K+], predict the reaction product. The product is: [CH:4]([C:6]1([NH:11][C:12](=[O:18])[O:13][C:14]([CH3:16])([CH3:15])[CH3:17])[CH2:10][CH2:9][CH2:8][CH2:7]1)=[O:5]. (6) The product is: [CH3:1][O:2][C:3](=[O:12])[NH:4][C:5]1[CH:10]=[CH:9][CH:8]=[C:7]([F:11])[C:6]=1[I:18]. Given the reactants [CH3:1][O:2][C:3](=[O:12])[NH:4][C:5]1[CH:10]=[CH:9][CH:8]=[C:7]([F:11])[CH:6]=1.C([Li])(CC)C.[I:18]I, predict the reaction product. (7) Given the reactants CC([O-])(C)C.[K+].C[Si]([C:11]#[C:12][C:13]1[C:14]([NH2:19])=[N:15][CH:16]=[CH:17][N:18]=1)(C)C, predict the reaction product. The product is: [N:18]1[CH:17]=[CH:16][N:15]=[C:14]2[NH:19][CH:11]=[CH:12][C:13]=12.